From a dataset of Catalyst prediction with 721,799 reactions and 888 catalyst types from USPTO. Predict which catalyst facilitates the given reaction. (1) Reactant: COC1C=C(OC)C=CC=1C[N:6]([C:24]1[S:28][N:27]=[CH:26][N:25]=1)[S:7]([C:10]1[CH:11]=[C:12]2[C:17](=[CH:18][CH:19]=1)[C:16]([C:20]([O:22][CH3:23])=[O:21])=[CH:15][CH:14]=[CH:13]2)(=[O:9])=[O:8].C(O)(C(F)(F)F)=O. Product: [S:28]1[C:24]([NH:6][S:7]([C:10]2[CH:11]=[C:12]3[C:17](=[CH:18][CH:19]=2)[C:16]([C:20]([O:22][CH3:23])=[O:21])=[CH:15][CH:14]=[CH:13]3)(=[O:9])=[O:8])=[N:25][CH:26]=[N:27]1. The catalyst class is: 2. (2) Reactant: [CH2:1]([O:3][CH:4]([CH2:8][C:9]1[CH:14]=[CH:13][C:12]([O:15][CH2:16][CH2:17][N:18]2[C:23](=[O:24])[CH:22]=[C:21]([C:25]3[CH:30]=[CH:29][CH:28]=[CH:27][CH:26]=3)[N:20]=[C:19]2[CH2:31][CH3:32])=[CH:11][CH:10]=1)[C:5]([OH:7])=[O:6])[CH3:2].[OH-].[K+:34]. Product: [K+:34].[CH2:1]([O:3][CH:4]([CH2:8][C:9]1[CH:10]=[CH:11][C:12]([O:15][CH2:16][CH2:17][N:18]2[C:23](=[O:24])[CH:22]=[C:21]([C:25]3[CH:30]=[CH:29][CH:28]=[CH:27][CH:26]=3)[N:20]=[C:19]2[CH2:31][CH3:32])=[CH:13][CH:14]=1)[C:5]([O-:7])=[O:6])[CH3:2]. The catalyst class is: 32. (3) Reactant: [Br:1][C:2]1[CH:7]=[C:6]([N+]([O-])=O)[C:5](/[CH:11]=[CH:12]/[N:13](C)C)=[CH:4][N+:3]=1[O-]. Product: [Br:1][C:2]1[N:3]=[CH:4][C:5]2[CH:11]=[CH:12][NH:13][C:6]=2[CH:7]=1. The catalyst class is: 770. (4) Reactant: Cl.O.N[CH:4]([CH2:8]C1C=CC=CC=1)[C:5](O)=O.[CH2:15]([O:18][C:19]1[CH:30]=[CH:29][C:22]([CH2:23][C@@H:24]([C:26]([OH:28])=[O:27])[NH2:25])=[CH:21][CH:20]=1)[C:16]#[CH:17]. Product: [CH2:8]([O:27][C:26](=[O:28])[CH:24]([NH2:25])[CH2:23][C:22]1[CH:29]=[CH:30][C:19]([O:18][CH2:15][C:16]#[CH:17])=[CH:20][CH:21]=1)[C:4]#[CH:5]. The catalyst class is: 562. (5) Reactant: [Cl:1][C:2]1[CH:3]=[C:4]2[C:8](=[CH:9][CH:10]=1)[NH:7][C:6]([C:11]([NH:13][C@@H:14]([CH2:20][C:21]1[CH:26]=[CH:25][CH:24]=[CH:23][CH:22]=1)[C@@H:15]([OH:19])[C:16]([OH:18])=O)=[O:12])=[CH:5]2.[NH:27]1[CH2:31][CH:30]=[CH:29][CH2:28]1.O.ON1C2C=CC=CC=2N=N1.C(N(CC)C(C)C)(C)C.Cl.CN(C)CCCN=C=NCC. Product: [Cl:1][C:2]1[CH:3]=[C:4]2[C:8](=[CH:9][CH:10]=1)[NH:7][C:6]([C:11]([NH:13][C@@H:14]([CH2:20][C:21]1[CH:26]=[CH:25][CH:24]=[CH:23][CH:22]=1)[C@@H:15]([OH:19])[C:16]([N:27]1[CH2:31][CH:30]=[CH:29][CH2:28]1)=[O:18])=[O:12])=[CH:5]2. The catalyst class is: 355. (6) Reactant: [O:1]1[C@H:3]2[CH2:4][C@@:5]3([CH3:39])[CH:9]([CH:10]4[CH2:11][C@H:12]([F:21])[C:13]5[C@@:18]([CH3:19])([C@:2]124)[CH:17]=[CH:16][C:15](=[O:20])[CH:14]=5)[CH2:8][C@@H:7]([CH3:22])[C@:6]3([O:27][C:28]([C:30]1[O:31][C:32]([O:35]C(=O)C)=[CH:33][CH:34]=1)=[O:29])[C:23]([O:25][CH3:26])=[O:24].[OH-].[Na+]. Product: [O:1]1[C@H:3]2[CH2:4][C@@:5]3([CH3:39])[CH:9]([CH:10]4[CH2:11][C@H:12]([F:21])[C:13]5[C@@:18]([CH3:19])([C@:2]124)[CH:17]=[CH:16][C:15](=[O:20])[CH:14]=5)[CH2:8][C@@H:7]([CH3:22])[C@:6]3([O:27][C:28]([C:30]1[O:31][C:32]([OH:35])=[CH:33][CH:34]=1)=[O:29])[C:23]([O:25][CH3:26])=[O:24]. The catalyst class is: 5. (7) Reactant: [Cl:1][C:2]1[C:3]([O:29][C:30]2[CH:35]=[CH:34][C:33]([C:36]3[CH:41]=[CH:40][CH:39]=[C:38]([C:42]#[N:43])[CH:37]=3)=[CH:32][C:31]=2[C:44]2[C:45]([N+:55]([O-:57])=[O:56])=[N:46][N:47](C3CCCCO3)[CH:48]=2)=[CH:4][C:5]([F:28])=[C:6]([S:8]([N:11](CC2C=CC(OC)=CC=2OC)[C:12]2[S:13][CH:14]=[N:15][N:16]=2)(=[O:10])=[O:9])[CH:7]=1.O1CCOCC1. Product: [Cl:1][C:2]1[C:3]([O:29][C:30]2[CH:35]=[CH:34][C:33]([C:36]3[CH:41]=[CH:40][CH:39]=[C:38]([C:42]#[N:43])[CH:37]=3)=[CH:32][C:31]=2[C:44]2[C:45]([N+:55]([O-:57])=[O:56])=[N:46][NH:47][CH:48]=2)=[CH:4][C:5]([F:28])=[C:6]([S:8]([NH:11][C:12]2[S:13][CH:14]=[N:15][N:16]=2)(=[O:9])=[O:10])[CH:7]=1. The catalyst class is: 33.